This data is from Catalyst prediction with 721,799 reactions and 888 catalyst types from USPTO. The task is: Predict which catalyst facilitates the given reaction. Reactant: F[C:2]1[CH:7]=[CH:6][CH:5]=[C:4]([N+:8]([O-:10])=[O:9])[CH:3]=1.[NH2:11][CH2:12][CH2:13][N:14]1[CH2:18][CH2:17][CH2:16][CH2:15]1.C([O-])([O-])=O.[Cs+].[Cs+]. Product: [N+:8]([C:4]1[CH:3]=[C:2]([NH:11][CH2:12][CH2:13][N:14]2[CH2:18][CH2:17][CH2:16][CH2:15]2)[CH:7]=[CH:6][CH:5]=1)([O-:10])=[O:9]. The catalyst class is: 3.